Dataset: Catalyst prediction with 721,799 reactions and 888 catalyst types from USPTO. Task: Predict which catalyst facilitates the given reaction. (1) The catalyst class is: 1. Product: [N:25]1[O:26][N:27]=[C:23]2[CH:22]=[C:21]([C:19](=[O:20])[C:7]#[C:6][C:4]([CH3:8])([O:3][Si:2]([CH3:10])([CH3:9])[CH3:1])[CH3:5])[CH:29]=[CH:28][C:24]=12. Reactant: [CH3:1][Si:2]([CH3:10])([CH3:9])[O:3][C:4]([CH3:8])([C:6]#[CH:7])[CH3:5].[Li]CCCC.CON(C)[C:19]([C:21]1[CH:29]=[CH:28][C:24]2=[N:25][O:26][N:27]=[C:23]2[CH:22]=1)=[O:20]. (2) Reactant: [Si:1]([O:8][CH2:9][CH2:10][CH:11]1[C:16]2[CH:17]=[CH:18][C:19]([C:21]([NH2:23])=[O:22])=[CH:20][C:15]=2[CH2:14][CH2:13][O:12]1)([C:4]([CH3:7])([CH3:6])[CH3:5])([CH3:3])[CH3:2].CO[CH:26](OC)[N:27]([CH3:29])[CH3:28]. Product: [Si:1]([O:8][CH2:9][CH2:10][CH:11]1[C:16]2[CH:17]=[CH:18][C:19]([C:21](/[N:23]=[CH:26]\[N:27]([CH3:29])[CH3:28])=[O:22])=[CH:20][C:15]=2[CH2:14][CH2:13][O:12]1)([C:4]([CH3:6])([CH3:7])[CH3:5])([CH3:3])[CH3:2]. The catalyst class is: 11. (3) Reactant: [N:1]([CH2:4][C:5]([C:7]1[CH:14]=[CH:13][C:10]([C:11]#[N:12])=[CH:9][CH:8]=1)=[O:6])=[N+]=[N-].[CH3:15][C:16]1[CH:21]=[CH:20][C:19]([N+:22]([O-:24])=[O:23])=[CH:18][C:17]=1[N:25]=[C:26]=O.C1(P(C2C=CC=CC=2)C2C=CC=CC=2)C=CC=CC=1. Product: [CH3:15][C:16]1[CH:21]=[CH:20][C:19]([N+:22]([O-:24])=[O:23])=[CH:18][C:17]=1[NH:25][C:26]1[O:6][C:5]([C:7]2[CH:14]=[CH:13][C:10]([C:11]#[N:12])=[CH:9][CH:8]=2)=[CH:4][N:1]=1. The catalyst class is: 12.